Predict which catalyst facilitates the given reaction. From a dataset of Catalyst prediction with 721,799 reactions and 888 catalyst types from USPTO. Reactant: BrC1C=C2[C:10]([CH:11]=[O:12])=NN(C(C3C=CC=CC=3)(C3C=CC=CC=3)C3C=CC=CC=3)C2=NC=1.[Li+].CC([N-]C(C)C)C.C(=O)C.[K+].[Br-].C[C:46]1(C)[N:51]([O])[C:50](C)(C)[CH2:49][CH2:48][CH2:47]1.[O-][Cl:57].[Na+].[O-]S([O-])(=S)=O.[Na+].[Na+]. Product: [Cl:57][C:46]1[C:47]([C:11](=[O:12])[CH3:10])=[CH:48][CH:49]=[CH:50][N:51]=1. The catalyst class is: 20.